Dataset: Peptide-MHC class I binding affinity with 185,985 pairs from IEDB/IMGT. Task: Regression. Given a peptide amino acid sequence and an MHC pseudo amino acid sequence, predict their binding affinity value. This is MHC class I binding data. (1) The peptide sequence is RRHRILDI. The MHC is Mamu-B03 with pseudo-sequence Mamu-B03. The binding affinity (normalized) is 0.665. (2) The peptide sequence is CTLSEQLDY. The MHC is HLA-A29:02 with pseudo-sequence HLA-A29:02. The binding affinity (normalized) is 0.996. (3) The peptide sequence is EEPVPMSTY. The MHC is HLA-B44:02 with pseudo-sequence HLA-B44:02. The binding affinity (normalized) is 0.456. (4) The peptide sequence is AIDPRRIVA. The MHC is HLA-A02:19 with pseudo-sequence HLA-A02:19. The binding affinity (normalized) is 0.0847. (5) The peptide sequence is TVWEVQGYK. The MHC is HLA-A31:01 with pseudo-sequence HLA-A31:01. The binding affinity (normalized) is 0.643. (6) The peptide sequence is NVDQQNDMY. The MHC is HLA-A26:01 with pseudo-sequence HLA-A26:01. The binding affinity (normalized) is 0.149. (7) The peptide sequence is TTIFFRADK. The MHC is HLA-B08:01 with pseudo-sequence HLA-B08:01. The binding affinity (normalized) is 0.0847.